This data is from Full USPTO retrosynthesis dataset with 1.9M reactions from patents (1976-2016). The task is: Predict the reactants needed to synthesize the given product. (1) Given the product [Si:15]([O:14][CH2:13][CH2:12][O:11][CH2:10][C:7]1[CH:8]=[CH:9][C:4]([CH2:3][OH:2])=[CH:5][CH:6]=1)([C:18]([CH3:21])([CH3:20])[CH3:19])([CH3:17])[CH3:16], predict the reactants needed to synthesize it. The reactants are: C[O:2][C:3](=O)[C:4]1[CH:9]=[CH:8][C:7]([CH2:10][O:11][CH2:12][CH2:13][O:14][Si:15]([C:18]([CH3:21])([CH3:20])[CH3:19])([CH3:17])[CH3:16])=[CH:6][CH:5]=1.[2H-].[Al+3].[Li+].[2H-].[2H-].[2H-]. (2) Given the product [Cl:1][C:2]1[CH:3]=[C:4]2[C:9](=[CH:10][CH:11]=1)[C:8]([NH:24][CH3:23])=[N:7][CH2:6][CH:5]2[C:14]1[CH:19]=[CH:18][C:17]([N+:20]([O-:22])=[O:21])=[CH:16][CH:15]=1, predict the reactants needed to synthesize it. The reactants are: [Cl:1][C:2]1[CH:3]=[C:4]2[C:9](=[CH:10][CH:11]=1)[C:8](SC)=[N:7][CH2:6][CH:5]2[C:14]1[CH:19]=[CH:18][C:17]([N+:20]([O-:22])=[O:21])=[CH:16][CH:15]=1.[CH3:23][NH2:24]. (3) Given the product [C:21]1([C:14](=[C:11]2[CH2:12][CH2:13][N:8]([C:6](=[O:7])[C:52]([C:39]3[C:38]4[C:42](=[C:43]([C:46]5[NH:47][C:48]([CH3:51])=[N:49][N:50]=5)[N:44]=[CH:45][C:37]=4[O:36][CH3:35])[NH:41][CH:40]=3)=[O:56])[CH2:9][CH2:10]2)[C:15]2[O:16][C:17]([CH3:20])=[N:18][N:19]=2)[CH:26]=[CH:25][CH:24]=[CH:23][CH:22]=1, predict the reactants needed to synthesize it. The reactants are: C(O[C:6]([N:8]1[CH2:13][CH2:12][C:11](=[C:14]([C:21]2[CH:26]=[CH:25][CH:24]=[CH:23][CH:22]=2)[C:15]2[O:16][C:17]([CH3:20])=[N:18][N:19]=2)[CH2:10][CH2:9]1)=[O:7])(C)(C)C.C(O)(C(F)(F)F)=O.Cl.[CH3:35][O:36][C:37]1[CH:45]=[N:44][C:43]([C:46]2[NH:47][C:48]([CH3:51])=[N:49][N:50]=2)=[C:42]2[C:38]=1[C:39]([C:52](=[O:56])C(O)=O)=[CH:40][NH:41]2.C(N(CC)CC)(C)C.C1N(P(Cl)(N2C(=O)OCC2)=O)C(=O)OC1. (4) The reactants are: [Cl:1][CH2:2][CH2:3][C:4]1[CH:9]=[CH:8][C:7]([NH:10][C:11]2[C:16]([NH2:17])=[C:15]([CH3:18])[CH:14]=[C:13]([CH3:19])[N:12]=2)=[CH:6][CH:5]=1.[S:20]1[CH:24]=[CH:23][N:22]=[C:21]1[CH2:25][CH2:26][C:27](O)=O.Cl.C(N=C=NCCCN(C)C)C. Given the product [Cl:1][CH2:2][CH2:3][C:4]1[CH:9]=[CH:8][C:7]([N:10]2[C:11]3=[N:12][C:13]([CH3:19])=[CH:14][C:15]([CH3:18])=[C:16]3[N:17]=[C:27]2[CH2:26][CH2:25][C:21]2[S:20][CH:24]=[CH:23][N:22]=2)=[CH:6][CH:5]=1, predict the reactants needed to synthesize it.